From a dataset of Catalyst prediction with 721,799 reactions and 888 catalyst types from USPTO. Predict which catalyst facilitates the given reaction. (1) Reactant: [OH:1][C@@H:2]([C:13]1[C:14]([CH3:36])=[N:15][O:16][C:17]=1[C:18]1[CH:23]=[CH:22][C:21]([C:24]2[CH:29]=[CH:28][C:27]([C:30]3([C:33]([OH:35])=O)[CH2:32][CH2:31]3)=[CH:26][CH:25]=2)=[CH:20][CH:19]=1)[CH2:3][O:4][C@@H:5]([C:7]1[CH:12]=[CH:11][CH:10]=[CH:9][CH:8]=1)[CH3:6].C(N1C=CN=C1)(N1C=CN=C1)=O.N12CCCN=C1CCCCC2.[CH3:60][S:61]([NH2:64])(=[O:63])=[O:62]. Product: [OH:1][C@@H:2]([C:13]1[C:14]([CH3:36])=[N:15][O:16][C:17]=1[C:18]1[CH:23]=[CH:22][C:21]([C:24]2[CH:29]=[CH:28][C:27]([C:30]3([C:33]([NH:64][S:61]([CH3:60])(=[O:63])=[O:62])=[O:35])[CH2:31][CH2:32]3)=[CH:26][CH:25]=2)=[CH:20][CH:19]=1)[CH2:3][O:4][C@@H:5]([C:7]1[CH:8]=[CH:9][CH:10]=[CH:11][CH:12]=1)[CH3:6]. The catalyst class is: 1. (2) Reactant: Br[C:2]1[CH:3]=[C:4]2[C:24]([C:25]([CH3:28])([CH3:27])[CH:26]=1)=[C:7]1[CH:8]=[C:9]3[C:22](=[CH:23][C:6]1=[CH:5]2)[C:21]1[C:16](=[CH:17][CH:18]=[CH:19][CH:20]=1)[C:15]1[C:10]3=[CH:11][CH:12]=[CH:13][CH:14]=1.[B:38]1([B:38]2[O:42][C:41]([CH3:44])([CH3:43])[C:40]([CH3:46])([CH3:45])[O:39]2)[O:42][C:41]([CH3:44])([CH3:43])[C:40]([CH3:46])([CH3:45])[O:39]1.C([O-])(=O)C.[K+]. Product: [CH3:27][C:25]1([CH3:28])[C:24]2[C:4]([CH:5]=[C:6]3[C:7]=2[CH:8]=[C:9]2[C:22]([C:21]4[CH:20]=[CH:19][CH:18]=[CH:17][C:16]=4[C:15]4[CH:14]=[CH:13][CH:12]=[CH:11][C:10]=42)=[CH:23]3)=[CH:3][C:2]([B:38]2[O:39][C:40]([CH3:45])([CH3:46])[C:41]([CH3:43])([CH3:44])[O:42]2)=[CH:26]1. The catalyst class is: 203. (3) Reactant: [Na].[Cl:2][C:3]1[C:8]([Cl:9])=[CH:7][CH:6]=[CH:5][C:4]=1[S:10]([NH:13][C:14]1[CH:19]=[CH:18][C:17]([CH2:20][C:21]#[N:22])=[CH:16][CH:15]=1)(=[O:12])=[O:11].[CH2:23]([O:25]C=O)C. Product: [Cl:2][C:3]1[C:8]([Cl:9])=[CH:7][CH:6]=[CH:5][C:4]=1[S:10]([NH:13][C:14]1[CH:19]=[CH:18][C:17]([CH:20]([C:21]#[N:22])[CH:23]=[O:25])=[CH:16][CH:15]=1)(=[O:11])=[O:12]. The catalyst class is: 14. (4) Reactant: [Cl:1][C:2]1[CH:10]=[CH:9][C:5]([C:6](Cl)=[O:7])=[CH:4][N:3]=1.Cl.[CH:12]1([CH2:16][NH2:17])[CH2:15][CH2:14][CH2:13]1. Product: [Cl:1][C:2]1[CH:10]=[CH:9][C:5]([C:6]([NH:17][CH2:16][CH:12]2[CH2:15][CH2:14][CH2:13]2)=[O:7])=[CH:4][N:3]=1. The catalyst class is: 66. (5) Reactant: Br.[NH2:2][C:3]1[CH:15]=[C:14]2[C:6]([C:7]3[C:8]([Br:19])=[CH:9][CH:10]=[C:11]([C:16]([NH2:18])=[O:17])[C:12]=3[NH:13]2)=[CH:5][CH:4]=1.CCN(C(C)C)C(C)C.Cl[CH2:30][CH2:31][N:32]=[C:33]=[O:34].[H-].[Na+]. Product: [Br:19][C:8]1[C:7]2[C:6]3[C:14](=[CH:15][C:3]([N:2]4[CH2:30][CH2:31][NH:32][C:33]4=[O:34])=[CH:4][CH:5]=3)[NH:13][C:12]=2[C:11]([C:16]([NH2:18])=[O:17])=[CH:10][CH:9]=1. The catalyst class is: 18. (6) Reactant: C([O:4][CH2:5][CH2:6][CH2:7][CH:8]([O:14][N+:15]([O-:17])=[O:16])[CH2:9][O:10][N+:11]([O-:13])=[O:12])(=O)C.[OH-].[Na+]. Product: [N+:15]([O:14][CH:8]([CH2:9][O:10][N+:11]([O-:13])=[O:12])[CH2:7][CH2:6][CH2:5][OH:4])([O-:17])=[O:16]. The catalyst class is: 14.